From a dataset of Forward reaction prediction with 1.9M reactions from USPTO patents (1976-2016). Predict the product of the given reaction. Given the reactants [Br:1][C:2]1[CH:7]=[C:6]([F:8])[CH:5]=[CH:4][C:3]=1[S:9]([NH:12][C:13]1[C:22]([C:23]([O:25][CH3:26])=[O:24])=[C:21]2[C:16]([CH:17]3[CH2:27][CH:18]3[CH2:19][O:20]2)=[CH:15][CH:14]=1)(=[O:11])=[O:10].N[C:29]1C(C(OC)=O)=C2C(C3(C)CC3CO2)=CC=1.BrC1C=C(F)C=CC=1S(Cl)(=O)=O, predict the reaction product. The product is: [Br:1][C:2]1[CH:7]=[C:6]([F:8])[CH:5]=[CH:4][C:3]=1[S:9]([NH:12][C:13]1[C:22]([C:23]([O:25][CH3:26])=[O:24])=[C:21]2[C:16]([C:17]3([CH3:29])[CH2:27][CH:18]3[CH2:19][O:20]2)=[CH:15][CH:14]=1)(=[O:10])=[O:11].